Dataset: Full USPTO retrosynthesis dataset with 1.9M reactions from patents (1976-2016). Task: Predict the reactants needed to synthesize the given product. (1) Given the product [Cl:1][C:2]1[CH:7]=[CH:6][C:5]([C:8]2[CH:9]=[N:10][CH:11]=[CH:12][C:13]=2[C:14]([OH:16])=[O:15])=[CH:4][C:3]=1[C:18]([NH:20][CH2:21][C:22]12[CH2:31][CH:26]3[CH2:27][CH:28]([CH2:30][CH:24]([CH2:25]3)[CH2:23]1)[CH2:29]2)=[O:19], predict the reactants needed to synthesize it. The reactants are: [Cl:1][C:2]1[CH:7]=[CH:6][C:5]([C:8]2[CH:9]=[N:10][CH:11]=[CH:12][C:13]=2[C:14]([O:16]C)=[O:15])=[CH:4][C:3]=1[C:18]([NH:20][CH2:21][C:22]12[CH2:31][CH:26]3[CH2:27][CH:28]([CH2:30][CH:24]([CH2:25]3)[CH2:23]1)[CH2:29]2)=[O:19].[OH-].[K+].CO. (2) Given the product [F:1][C:2]([F:20])([F:21])[C:3]([C:9]1[CH:16]=[CH:15][C:12]([CH2:13][OH:14])=[C:11]([CH2:17][CH2:18][CH3:19])[CH:10]=1)([OH:8])[C:4]([F:5])([F:7])[F:6], predict the reactants needed to synthesize it. The reactants are: [F:1][C:2]([F:21])([F:20])[C:3]([C:9]1[CH:16]=[CH:15][C:12]([CH:13]=[O:14])=[C:11]([CH2:17][CH2:18][CH3:19])[CH:10]=1)([OH:8])[C:4]([F:7])([F:6])[F:5].[BH4-].[Na+]. (3) Given the product [F:1][C:2]1[CH:3]=[C:4]([C:8]2([C:9]#[N:10])[CH2:16][CH2:15][CH2:14][CH2:13][CH2:12]2)[CH:5]=[CH:6][CH:7]=1, predict the reactants needed to synthesize it. The reactants are: [F:1][C:2]1[CH:3]=[C:4]([CH2:8][C:9]#[N:10])[CH:5]=[CH:6][CH:7]=1.Br[CH2:12][CH2:13][CH2:14][CH2:15][CH2:16]Br.[H-].[Na+]. (4) Given the product [Cl:24][C:10]1[C:9]2[C:4](=[CH:5][C:6]([O:16][CH2:17][CH2:18][O:19][CH3:20])=[C:7]([O:14][CH3:15])[CH:8]=2)[N:3]=[CH:2][C:11]=1[C:12]#[N:13], predict the reactants needed to synthesize it. The reactants are: O[C:2]1[C:11]([C:12]#[N:13])=[CH:10][C:9]2[C:4](=[CH:5][C:6]([O:16][CH2:17][CH2:18][O:19][CH3:20])=[C:7]([O:14][CH3:15])[CH:8]=2)[N:3]=1.C(Cl)(=O)C([Cl:24])=O.CN(C=O)C. (5) The reactants are: [CH3:1][C:2]1[CH:11]=[CH:10][C:5]([C:6]([O:8][CH3:9])=[O:7])=[CH:4][C:3]=1B1OC(C)(C)C(C)(C)O1.[CH3:21][C:22]1[NH:23][CH:24]=[C:25](Br)[N:26]=1.C(Cl)Cl.C(=O)([O-])[O-].[K+].[K+]. Given the product [CH3:1][C:2]1[CH:11]=[CH:10][C:5]([C:6]([O:8][CH3:9])=[O:7])=[CH:4][C:3]=1[C:25]1[NH:26][C:22]([CH3:21])=[N:23][CH:24]=1, predict the reactants needed to synthesize it. (6) The reactants are: Cl[C:2]1[N:3]=[N:4][CH:5]=[C:6]([C:8]([N:10]2[CH2:15][CH2:14][CH2:13][CH:12]([C:16]3[CH:21]=[CH:20][C:19]([Cl:22])=[CH:18][C:17]=3[C:23]([F:26])([F:25])[F:24])[CH2:11]2)=[O:9])[CH:7]=1.[CH3:27][NH2:28]. Given the product [Cl:22][C:19]1[CH:20]=[CH:21][C:16]([CH:12]2[CH2:13][CH2:14][CH2:15][N:10]([C:8]([C:6]3[CH:7]=[C:2]([NH:28][CH3:27])[N:3]=[N:4][CH:5]=3)=[O:9])[CH2:11]2)=[C:17]([C:23]([F:26])([F:25])[F:24])[CH:18]=1, predict the reactants needed to synthesize it. (7) Given the product [CH3:1][CH:2]([CH2:7][C:8]([CH3:11])([CH3:10])[CH3:9])[CH2:3][C:4]([NH:22][CH2:21][CH:20]([CH2:12][CH2:13][CH2:14][CH2:15][CH2:16][CH2:17][CH2:18][CH3:19])[CH2:23][CH2:24][CH2:25][CH2:26][CH2:27][CH2:28][CH2:29][CH2:30][CH2:31][CH3:32])=[O:6], predict the reactants needed to synthesize it. The reactants are: [CH3:1][CH:2]([CH2:7][C:8]([CH3:11])([CH3:10])[CH3:9])[CH2:3][C:4]([OH:6])=O.[CH2:12]([CH:20]([CH2:23][CH2:24][CH2:25][CH2:26][CH2:27][CH2:28][CH2:29][CH2:30][CH2:31][CH3:32])[CH2:21][NH2:22])[CH2:13][CH2:14][CH2:15][CH2:16][CH2:17][CH2:18][CH3:19].